Dataset: Experimentally validated miRNA-target interactions with 360,000+ pairs, plus equal number of negative samples. Task: Binary Classification. Given a miRNA mature sequence and a target amino acid sequence, predict their likelihood of interaction. (1) The miRNA is mmu-miR-1951 with sequence GUAGUGGAGACUGGUGUGGCUA. The protein sequence of the target gene is MFEEKASSPSGKMGGEEKPIGAGEEKQKEGGKKKNKEGSGDGGRAELNPWPEYIYTRLEMYNILKAEHDSILAEKAEKDSKPIKVTLPDGKQVDAESWKTTPYQIACGISQGLADNTVIAKVNNVVWDLDRPLEEDCTLELLKFEDEEAQAVYWHSSAHIMGEAMERVYGGCLCYGPPIENGFYYDMYLEEGGVSSNDFSSLEALCKKIIKEKQAFERLEVKKETLLAMFKYNKFKCRILNEKVNTPTTTVYRCGPLIDLCRGPHVRHTGKIKALKIHKNSSTYWEGKADMETLQRIYGI.... Result: 0 (no interaction). (2) The miRNA is hsa-miR-4666a-3p with sequence CAUACAAUCUGACAUGUAUUU. The protein sequence of the target gene is MSDPRQSQEEKHKLGRASSKFKDPPRIMQSDDYFARKFKAINGNMGPTTSLNASNSNETGGGGPANGTPAVPKMGVRARVSEWPPKKDCSKELTCKALWESRSQTSYESITSVLQNGQSDQSEGQQDEQLDLDFVEAKYTIGDIFVHSPQRGLHPIRQRSNSDVTISDIDAEDVLDQNAVNPNTGAALHREYGSTSSIDRQGLSGENFFAMLRGYRVENYDHKAMVPFGFPEFFRCDPAISPSLHAAAQISRGEFVRISGLDYVDSALLMGRDRDKPFKRRLKSESVETSLFRKLRTVKS.... Result: 1 (interaction).